Dataset: Peptide-MHC class II binding affinity with 134,281 pairs from IEDB. Task: Regression. Given a peptide amino acid sequence and an MHC pseudo amino acid sequence, predict their binding affinity value. This is MHC class II binding data. (1) The peptide sequence is GVLQTFMRMAWGGSY. The MHC is DRB4_0101 with pseudo-sequence DRB4_0103. The binding affinity (normalized) is 0.418. (2) The peptide sequence is RMAEAEMVIHHQHVQ. The binding affinity (normalized) is 0.421. The MHC is HLA-DQA10303-DQB10402 with pseudo-sequence HLA-DQA10303-DQB10402. (3) The peptide sequence is RSLPPIVKDASIQVV. The MHC is HLA-DPA10103-DPB10401 with pseudo-sequence HLA-DPA10103-DPB10401. The binding affinity (normalized) is 0.214. (4) The binding affinity (normalized) is 0.0337. The MHC is DRB1_0101 with pseudo-sequence DRB1_0101. The peptide sequence is NGVIVPKKKNKEANS. (5) The peptide sequence is LKRGEITHHAVSRGSAK. The MHC is DRB1_0301 with pseudo-sequence DRB1_0301. The binding affinity (normalized) is 0.123. (6) The peptide sequence is EKKYFAATQFEPLAM. The MHC is HLA-DPA10201-DPB10501 with pseudo-sequence HLA-DPA10201-DPB10501. The binding affinity (normalized) is 0.632. (7) The peptide sequence is PASWKNNRIWLQFAK. The MHC is HLA-DQA10101-DQB10501 with pseudo-sequence HLA-DQA10101-DQB10501. The binding affinity (normalized) is 0.436.